The task is: Predict the reactants needed to synthesize the given product.. This data is from Full USPTO retrosynthesis dataset with 1.9M reactions from patents (1976-2016). (1) Given the product [C:1]([O:5][C:6](=[O:31])[NH:7][C:8]1[CH:13]=[CH:12][C:11]([CH3:14])=[C:10]([NH:15][C:16]2[C:21]([C:22]3[CH:27]=[C:26]([NH:49][CH2:48][CH2:47][N:41]4[CH2:46][CH2:45][O:44][CH2:43][CH2:42]4)[N:25]=[CH:24][N:23]=3)=[CH:20][N:19]=[CH:18][N:17]=2)[CH:9]=1)([CH3:4])([CH3:3])[CH3:2], predict the reactants needed to synthesize it. The reactants are: [C:1]([O:5][C:6](=[O:31])[NH:7][C:8]1[CH:13]=[CH:12][C:11]([CH3:14])=[C:10]([NH:15][C:16]2[C:21]([C:22]3[CH:27]=[C:26](S(C)=O)[N:25]=[CH:24][N:23]=3)=[CH:20][N:19]=[CH:18][N:17]=2)[CH:9]=1)([CH3:4])([CH3:3])[CH3:2].C(N(C(C)C)CC)(C)C.[N:41]1([CH2:47][CH2:48][NH2:49])[CH2:46][CH2:45][O:44][CH2:43][CH2:42]1. (2) Given the product [Cl:23][C:21]1[CH:22]=[C:17]2[C:16](=[O:26])[C:15]3[CH:27]=[C:11]([CH:9]([OH:8])[CH3:10])[CH:12]=[CH:13][C:14]=3[CH:25]=[CH:24][C:18]2=[N:19][CH:20]=1, predict the reactants needed to synthesize it. The reactants are: [Si]([O:8][CH:9]([C:11]1[CH:12]=[CH:13][C:14]2[CH:25]=[CH:24][C:18]3=[N:19][CH:20]=[C:21]([Cl:23])[CH:22]=[C:17]3[C:16](=[O:26])[C:15]=2[CH:27]=1)[CH3:10])(C(C)(C)C)(C)C.[F-].C([N+](CCCC)(CCCC)CCCC)CCC. (3) The reactants are: Br[C:2]1[CH:10]=[CH:9][CH:8]=[CH:7][C:3]=1[C:4]([OH:6])=[O:5].CN(C)[CH:13]=[O:14]. Given the product [OH:14][CH:13]1[C:2]2[C:3](=[CH:7][CH:8]=[CH:9][CH:10]=2)[C:4](=[O:5])[O:6]1, predict the reactants needed to synthesize it. (4) Given the product [Br:46][C:47]1[CH:48]=[C:49]2[C:53](=[CH:54][CH:55]=1)[N:52]([C:2]1[C:3]([CH:5]=[C:6]([NH:10][C:11]3[C:20]4[C:15](=[CH:16][C:17]([O:23][CH2:24][CH2:25][O:26][CH3:27])=[C:18]([O:21][CH3:22])[CH:19]=4)[N:14]=[CH:13][N:12]=3)[C:7](=[O:9])[CH:8]=1)=[O:4])[CH2:51][CH2:50]2, predict the reactants needed to synthesize it. The reactants are: Cl[C:2]1[C:3]([CH:5]=[C:6]([NH:10][C:11]2[C:20]3[C:15](=[CH:16][C:17]([O:23][CH2:24][CH2:25][O:26][CH3:27])=[C:18]([O:21][CH3:22])[CH:19]=3)[N:14]=[CH:13][N:12]=2)[C:7](=[O:9])[CH:8]=1)=[O:4].C1OCCOCCOCCOCCOCCOC1.[Br:46][C:47]1[CH:48]=[C:49]2[C:53](=[CH:54][CH:55]=1)[NH:52][CH2:51][CH2:50]2. (5) Given the product [Cl:36][C:28]1[N:27]=[C:26]([NH:1][CH2:2][C@H:3]2[O:8][CH2:7][CH2:6][N:5]([C:9]([O:11][C:12]([CH3:15])([CH3:14])[CH3:13])=[O:10])[CH2:4]2)[C:31]2=[N:32][CH:33]=[CH:34][N:35]=[C:30]2[CH:29]=1, predict the reactants needed to synthesize it. The reactants are: [NH2:1][CH2:2][C@H:3]1[O:8][CH2:7][CH2:6][N:5]([C:9]([O:11][C:12]([CH3:15])([CH3:14])[CH3:13])=[O:10])[CH2:4]1.CCN(C(C)C)C(C)C.Cl[C:26]1[C:31]2=[N:32][CH:33]=[CH:34][N:35]=[C:30]2[CH:29]=[C:28]([Cl:36])[N:27]=1. (6) Given the product [N+:1]([C:4]1[CH:5]=[C:6]([C:10]2[O:11][C:12]3[C:13](=[C:15]([C:19]([NH2:28])=[O:21])[CH:16]=[CH:17][CH:18]=3)[N:14]=2)[CH:7]=[CH:8][CH:9]=1)([O-:3])=[O:2], predict the reactants needed to synthesize it. The reactants are: [N+:1]([C:4]1[CH:5]=[C:6]([C:10]2[O:11][C:12]3[C:13](=[C:15]([C:19]([OH:21])=O)[CH:16]=[CH:17][CH:18]=3)[N:14]=2)[CH:7]=[CH:8][CH:9]=1)([O-:3])=[O:2].C1C=CC2N(O)N=[N:28]C=2C=1.[NH4+].[Cl-].CCN(C(C)C)C(C)C.CCN=C=NCCCN(C)C. (7) Given the product [CH:1]1([C:6]2[CH:7]=[C:8]([C:18]([NH:27][N:21]3[CH2:26][CH2:25][O:24][CH2:23][CH2:22]3)=[O:20])[CH:9]=[N:10][C:11]=2[O:12][CH2:13][C:14]([F:15])([F:16])[F:17])[CH2:2][CH2:3][CH2:4][CH2:5]1, predict the reactants needed to synthesize it. The reactants are: [CH:1]1([C:6]2[CH:7]=[C:8]([C:18]([OH:20])=O)[CH:9]=[N:10][C:11]=2[O:12][CH2:13][C:14]([F:17])([F:16])[F:15])[CH2:5][CH2:4][CH2:3][CH2:2]1.[N:21]1([NH2:27])[CH2:26][CH2:25][O:24][CH2:23][CH2:22]1. (8) Given the product [OH:19][C:4]1[CH:3]=[C:2]([C:27]([NH2:25])=[O:28])[C:10]2[O:9][C:8]([C:11]3[CH:12]=[CH:13][C:14]([OH:17])=[CH:15][CH:16]=3)=[N:7][C:6]=2[CH:5]=1, predict the reactants needed to synthesize it. The reactants are: Br[C:2]1[C:10]2[O:9][C:8]([C:11]3[CH:16]=[CH:15][C:14]([O:17]C)=[CH:13][CH:12]=3)=[N:7][C:6]=2[CH:5]=[C:4]([O:19]C)[CH:3]=1.C([Cu])#N.C[N:25]([CH:27]=[O:28])C. (9) Given the product [CH2:1]([O:8][C:9]([N:11]1[CH2:15][CH2:14][CH2:13][C@H:12]1[C:16]1[NH:20][C:19]2[CH:21]=[CH:22][C:23]([B:34]3[O:35][C:36]([CH3:38])([CH3:37])[C:32]([CH3:48])([CH3:31])[O:33]3)=[CH:24][C:18]=2[N:17]=1)=[O:10])[C:2]1[CH:7]=[CH:6][CH:5]=[CH:4][CH:3]=1, predict the reactants needed to synthesize it. The reactants are: [CH2:1]([O:8][C:9]([N:11]1[CH2:15][CH2:14][CH2:13][C@H:12]1[C:16]1[NH:20][C:19]2[CH:21]=[CH:22][C:23](Br)=[CH:24][C:18]=2[N:17]=1)=[O:10])[C:2]1[CH:7]=[CH:6][CH:5]=[CH:4][CH:3]=1.CC([O-])=O.[K+].[CH3:31][C:32]1([CH3:48])[C:36]([CH3:38])([CH3:37])[O:35][B:34]([B:34]2[O:35][C:36]([CH3:38])([CH3:37])[C:32]([CH3:48])([CH3:31])[O:33]2)[O:33]1.C([O-])(O)=O.[Na+].